Dataset: Reaction yield outcomes from USPTO patents with 853,638 reactions. Task: Predict the reaction yield, written as a fraction of the theoretical maximum amount of product (1.0 means a 100% yield; for example, 0.34 means a 34% yield). (1) The reactants are Br[C:2]1[CH:3]=[C:4]([NH:13][S:14]([C:17]2[S:18][CH:19]=[CH:20][CH:21]=2)(=[O:16])=[O:15])[C:5]2[C:10]([C:11]=1[OH:12])=[CH:9][CH:8]=[CH:7][CH:6]=2.[I:22]I. No catalyst specified. The product is [I:22][C:2]1[CH:3]=[C:4]([NH:13][S:14]([C:17]2[S:18][CH:19]=[CH:20][CH:21]=2)(=[O:16])=[O:15])[C:5]2[C:10]([C:11]=1[OH:12])=[CH:9][CH:8]=[CH:7][CH:6]=2. The yield is 1.00. (2) The reactants are [F:1][C:2]1[C:3]([F:12])=[CH:4][C:5]2[S:9][C:8]([NH2:10])=[N:7][C:6]=2[CH:11]=1.[F:13][C:14]1[CH:22]=[C:21]([F:23])[CH:20]=[CH:19][C:15]=1[C:16](Cl)=[O:17].Br[CH:25]([CH2:30][CH3:31])[C:26]([O:28]C)=[O:27].COC1C=CC2N=C(N)SC=2C=1.ClC1C=C(C=CC=1)C(Cl)=O.BrCC(OCC)=O. No catalyst specified. The product is [F:13][C:14]1[CH:22]=[C:21]([F:23])[CH:20]=[CH:19][C:15]=1[C:16]([N:10]=[C:8]1[N:7]([CH:25]([CH2:30][CH3:31])[C:26]([OH:28])=[O:27])[C:6]2[CH:11]=[C:2]([F:1])[C:3]([F:12])=[CH:4][C:5]=2[S:9]1)=[O:17]. The yield is 0.150. (3) The reactants are [Cl:1][C:2]1[C:3]([F:23])=[C:4]([N:8]2[C:12]([S:13][C:14]3[CH:15]=[N:16][C:17]([Cl:20])=[CH:18][CH:19]=3)=[CH:11][C:10]([CH2:21][OH:22])=[N:9]2)[CH:5]=[CH:6][CH:7]=1.C(N(CC)CC)C.O. The catalyst is CS(C)=O. The product is [Cl:1][C:2]1[C:3]([F:23])=[C:4]([N:8]2[C:12]([S:13][C:14]3[CH:15]=[N:16][C:17]([Cl:20])=[CH:18][CH:19]=3)=[CH:11][C:10]([CH:21]=[O:22])=[N:9]2)[CH:5]=[CH:6][CH:7]=1. The yield is 0.820. (4) The reactants are [C:1]1(B(O)O)[CH:6]=[CH:5][CH:4]=[CH:3][CH:2]=1.Cl[C:11]1[C:20]2[C:15](=[CH:16][CH:17]=[CH:18][CH:19]=2)[CH:14]=[CH:13][N:12]=1.C1(C)C=CC=CC=1.C(=O)([O-])[O-].[Na+].[Na+]. The catalyst is C1C=CC([P]([Pd]([P](C2C=CC=CC=2)(C2C=CC=CC=2)C2C=CC=CC=2)([P](C2C=CC=CC=2)(C2C=CC=CC=2)C2C=CC=CC=2)[P](C2C=CC=CC=2)(C2C=CC=CC=2)C2C=CC=CC=2)(C2C=CC=CC=2)C2C=CC=CC=2)=CC=1.C(O)C. The product is [C:1]1([C:11]2[C:20]3[C:15](=[CH:16][CH:17]=[CH:18][CH:19]=3)[CH:14]=[CH:13][N:12]=2)[CH:6]=[CH:5][CH:4]=[CH:3][CH:2]=1. The yield is 0.430. (5) The reactants are O=S(Cl)Cl.[Br:5][C:6]1[C:15]2[C:10](=[CH:11][CH:12]=[CH:13][CH:14]=2)[CH:9]=[CH:8][C:7]=1[C:16]([OH:18])=O.[CH3:19][O:20][C:21]1[CH:28]=[CH:27][C:24]([CH2:25][NH2:26])=[CH:23][CH:22]=1.CCN(CC)CC.C(=O)([O-])O.[Na+]. The catalyst is C(Cl)Cl.C1(C)C=CC=CC=1.CN(C=O)C. The product is [Br:5][C:6]1[C:15]2[C:10](=[CH:11][CH:12]=[CH:13][CH:14]=2)[CH:9]=[CH:8][C:7]=1[C:16]([NH:26][CH2:25][C:24]1[CH:27]=[CH:28][C:21]([O:20][CH3:19])=[CH:22][CH:23]=1)=[O:18]. The yield is 0.790. (6) The reactants are [CH3:1][S:2][C:3]1[CH:8]=[CH:7][CH:6]=[CH:5][C:4]=1[OH:9].Br[C:11]([CH3:18])([CH3:17])[C:12]([O:14][CH2:15][CH3:16])=[O:13].C([O-])([O-])=O.[K+].[K+].O. The catalyst is C(Cl)(Cl)Cl. The product is [CH3:17][C:11]([O:9][C:4]1[CH:5]=[CH:6][CH:7]=[CH:8][C:3]=1[S:2][CH3:1])([CH3:18])[C:12]([O:14][CH2:15][CH3:16])=[O:13]. The yield is 0.630. (7) The reactants are [Cl:1][C:2]1[CH:10]=[CH:9][C:5]([C:6](O)=[O:7])=[CH:4][N:3]=1.[CH2:11]([N:13](CC)[CH2:14]C)C.CNC.Cl.C(N=C=NCCCN(C)C)C. The catalyst is C1COCC1.C(Cl)(Cl)Cl. The product is [Cl:1][C:2]1[CH:10]=[CH:9][C:5]([C:6]([N:13]([CH3:14])[CH3:11])=[O:7])=[CH:4][N:3]=1. The yield is 0.720.